Dataset: Forward reaction prediction with 1.9M reactions from USPTO patents (1976-2016). Task: Predict the product of the given reaction. Given the reactants [N+](C1C=CC(C([O:10][C@@:11]([C:18]2[N:19]=[N:20][N:21]([CH2:23][C:24]3[CH:33]=[C:32]4[C:27]([C:28]([C:36]5[CH:41]=[CH:40][CH:39]=[CH:38][CH:37]=5)=[CH:29][C:30]([C:34]#[N:35])=[N:31]4)=[CH:26][CH:25]=3)[CH:22]=2)([C:14]([F:17])([F:16])[F:15])[CH2:12][CH3:13])=O)=CC=1)([O-])=O.[OH-].[Li+], predict the reaction product. The product is: [OH:10][C@@:11]([C:18]1[N:19]=[N:20][N:21]([CH2:23][C:24]2[CH:33]=[C:32]3[C:27]([C:28]([C:36]4[CH:41]=[CH:40][CH:39]=[CH:38][CH:37]=4)=[CH:29][C:30]([C:34]#[N:35])=[N:31]3)=[CH:26][CH:25]=2)[CH:22]=1)([C:14]([F:15])([F:17])[F:16])[CH2:12][CH3:13].